This data is from Forward reaction prediction with 1.9M reactions from USPTO patents (1976-2016). The task is: Predict the product of the given reaction. (1) Given the reactants [NH2:1][C:2]1[N:3]=[N:4][C:5]([Cl:10])=[CH:6][C:7]=1[O:8][CH3:9].[Cl:11][C:12]1[S:16][C:15]([S:17](Cl)(=[O:19])=[O:18])=[CH:14][CH:13]=1.[H-].[Na+], predict the reaction product. The product is: [Cl:11][C:12]1[S:16][C:15]([S:17]([NH:1][C:2]2[N:3]=[N:4][C:5]([Cl:10])=[CH:6][C:7]=2[O:8][CH3:9])(=[O:19])=[O:18])=[CH:14][CH:13]=1. (2) Given the reactants [Br:1][C:2]1[CH:7]=[CH:6][C:5]([S:8][CH3:9])=[CH:4][N:3]=1.BrC1C=CC(S(C)=[O:18])=NC=1, predict the reaction product. The product is: [Br:1][C:2]1[CH:7]=[CH:6][C:5]([S:8]([CH3:9])=[O:18])=[CH:4][N:3]=1.